This data is from Peptide-MHC class II binding affinity with 134,281 pairs from IEDB. The task is: Regression. Given a peptide amino acid sequence and an MHC pseudo amino acid sequence, predict their binding affinity value. This is MHC class II binding data. The peptide sequence is KKKGTMRASALILIEAG. The MHC is DRB1_0901 with pseudo-sequence DRB1_0901. The binding affinity (normalized) is 0.692.